Dataset: Reaction yield outcomes from USPTO patents with 853,638 reactions. Task: Predict the reaction yield, written as a fraction of the theoretical maximum amount of product (1.0 means a 100% yield; for example, 0.34 means a 34% yield). (1) The catalyst is C(Cl)Cl. The product is [OH:1][C:2]1([C:9]2[CH:14]=[CH:13][C:12]([I:15])=[CH:11][CH:10]=2)[CH2:7][CH2:6][CH:5]([N:16]2[CH2:20][CH2:19][C@@H:18]([NH:21][C:22](=[O:23])[CH2:24][NH:25][C:26](=[O:37])[C:27]3[CH:32]=[CH:31][CH:30]=[C:29]([C:33]([F:34])([F:36])[F:35])[CH:28]=3)[CH2:17]2)[CH2:4][CH2:3]1. The yield is 0.363. The reactants are [OH:1][C:2]1([C:9]2[CH:14]=[CH:13][C:12]([I:15])=[CH:11][CH:10]=2)[CH2:7][CH2:6][C:5](=O)[CH2:4][CH2:3]1.[NH:16]1[CH2:20][CH2:19][C@@H:18]([NH:21][C:22]([CH2:24][NH:25][C:26](=[O:37])[C:27]2[CH:32]=[CH:31][CH:30]=[C:29]([C:33]([F:36])([F:35])[F:34])[CH:28]=2)=[O:23])[CH2:17]1.[BH-](OC(C)=O)(OC(C)=O)OC(C)=O.[Na+]. (2) The catalyst is C(Cl)Cl. The product is [CH2:37]([N:3]([CH2:1][CH3:2])[CH2:4][CH2:5][CH2:6][NH:7][C:8]1[N:9]=[C:10]([C:27]2[CH:28]=[C:29]([CH:33]=[CH:34][C:35]=2[CH3:36])[C:30]([NH:66][CH2:65][C:64]([CH3:68])([CH3:67])[CH3:63])=[O:31])[C:11]2[CH:17]=[CH:16][C:15](=[O:18])[N:14]([C:19]3[C:24]([F:25])=[CH:23][CH:22]=[CH:21][C:20]=3[F:26])[C:12]=2[N:13]=1)[CH3:38]. The yield is 0.860. The reactants are [CH2:1]([N:3]([CH2:37][CH3:38])[CH2:4][CH2:5][CH2:6][NH:7][C:8]1[N:9]=[C:10]([C:27]2[CH:28]=[C:29]([CH:33]=[CH:34][C:35]=2[CH3:36])[C:30](O)=[O:31])[C:11]2[CH:17]=[CH:16][C:15](=[O:18])[N:14]([C:19]3[C:24]([F:25])=[CH:23][CH:22]=[CH:21][C:20]=3[F:26])[C:12]=2[N:13]=1)[CH3:2].CN(C(ON1N=NC2C=CC=CC1=2)=[N+](C)C)C.F[P-](F)(F)(F)(F)F.[CH3:63][C:64]([CH3:68])([CH3:67])[CH2:65][NH2:66].